Dataset: Reaction yield outcomes from USPTO patents with 853,638 reactions. Task: Predict the reaction yield, written as a fraction of the theoretical maximum amount of product (1.0 means a 100% yield; for example, 0.34 means a 34% yield). The reactants are [Cl-].C([Al+]CC)C.[N-:7]=[N+:8]=[N-:9].[Na+].[OH:11][C:12]1[CH:19]=[CH:18][CH:17]=[CH:16][C:13]=1[C:14]#[N:15].[Na+].[Cl-]. The catalyst is C(OCC)(=O)C.O.C1(C)C=CC=CC=1. The product is [OH:11][C:12]1[CH:19]=[CH:18][CH:17]=[CH:16][C:13]=1[C:14]1[NH:15][N:9]=[N:8][N:7]=1. The yield is 0.800.